This data is from Retrosynthesis with 50K atom-mapped reactions and 10 reaction types from USPTO. The task is: Predict the reactants needed to synthesize the given product. Given the product Clc1cc(-c2ccc3ccccc3c2)ncn1, predict the reactants needed to synthesize it. The reactants are: Clc1cc(Cl)ncn1.OB(O)c1ccc2ccccc2c1.